From a dataset of NCI-60 drug combinations with 297,098 pairs across 59 cell lines. Regression. Given two drug SMILES strings and cell line genomic features, predict the synergy score measuring deviation from expected non-interaction effect. (1) Drug 1: CC1CCC2CC(C(=CC=CC=CC(CC(C(=O)C(C(C(=CC(C(=O)CC(OC(=O)C3CCCCN3C(=O)C(=O)C1(O2)O)C(C)CC4CCC(C(C4)OC)O)C)C)O)OC)C)C)C)OC. Drug 2: C1=NNC2=C1C(=O)NC=N2. Cell line: SF-539. Synergy scores: CSS=19.7, Synergy_ZIP=-3.59, Synergy_Bliss=1.42, Synergy_Loewe=-22.7, Synergy_HSA=1.68. (2) Drug 1: C1=C(C(=O)NC(=O)N1)N(CCCl)CCCl. Drug 2: C1CCC(C(C1)N)N.C(=O)(C(=O)[O-])[O-].[Pt+4]. Cell line: PC-3. Synergy scores: CSS=26.9, Synergy_ZIP=7.72, Synergy_Bliss=9.96, Synergy_Loewe=13.3, Synergy_HSA=13.4.